From a dataset of Forward reaction prediction with 1.9M reactions from USPTO patents (1976-2016). Predict the product of the given reaction. (1) Given the reactants [CH:1]1([CH2:4][O:5][C:6]2[CH:7]=[CH:8][C:9]3[O:13][C:12]([CH:14]([NH:18][C:19]4[CH:24]=[CH:23][C:22]([C:25]([N:27]([CH3:35])[CH2:28][CH2:29][C:30]([O:32]CC)=[O:31])=[O:26])=[CH:21][CH:20]=4)[CH:15]([CH3:17])[CH3:16])=[C:11]([CH3:36])[C:10]=3[CH:37]=2)[CH2:3][CH2:2]1.[OH-].[Na+], predict the reaction product. The product is: [CH:1]1([CH2:4][O:5][C:6]2[CH:7]=[CH:8][C:9]3[O:13][C:12]([CH:14]([NH:18][C:19]4[CH:20]=[CH:21][C:22]([C:25]([N:27]([CH3:35])[CH2:28][CH2:29][C:30]([OH:32])=[O:31])=[O:26])=[CH:23][CH:24]=4)[CH:15]([CH3:17])[CH3:16])=[C:11]([CH3:36])[C:10]=3[CH:37]=2)[CH2:2][CH2:3]1. (2) Given the reactants [CH3:1][NH:2][CH2:3][CH2:4][OH:5].[CH:6]1([C:9]2[N:14]=[C:13]([C:15]([NH:17][C:18]3[CH:26]=[N:25][CH:24]=[CH:23][C:19]=3[C:20]([OH:22])=O)=[O:16])[C:12]([NH:27][C:28]3[CH:29]=[N:30][CH:31]=[N:32][CH:33]=3)=[CH:11][CH:10]=2)[CH2:8][CH2:7]1, predict the reaction product. The product is: [OH:5][CH2:4][CH2:3][N:2]([CH3:1])[C:20]([C:19]1[CH:23]=[CH:24][N:25]=[CH:26][C:18]=1[NH:17][C:15]([C:13]1[C:12]([NH:27][C:28]2[CH:33]=[N:32][CH:31]=[N:30][CH:29]=2)=[CH:11][CH:10]=[C:9]([CH:6]2[CH2:7][CH2:8]2)[N:14]=1)=[O:16])=[O:22]. (3) Given the reactants Cl.[NH2:2][C@@H:3]1[CH2:8][CH2:7][CH2:6][CH2:5][C@H:4]1[OH:9].[C:10]([O:14][C:15]([C:17]1[C:18]([C:37](O)=[O:38])=[N:19][C:20]([C:30]2[CH:35]=[CH:34][C:33]([Cl:36])=[CH:32][CH:31]=2)=[C:21]([C:23]2[CH:28]=[CH:27][C:26]([Cl:29])=[CH:25][CH:24]=2)[N:22]=1)=[O:16])([CH3:13])([CH3:12])[CH3:11].C(N(CC)CC)C.C1CN([P+](ON2N=NC3C=CC=CC2=3)(N2CCCC2)N2CCCC2)CC1.F[P-](F)(F)(F)(F)F, predict the reaction product. The product is: [Cl:36][C:33]1[CH:32]=[CH:31][C:30]([C:20]2[N:19]=[C:18]([C:37]([NH:2][C@@H:3]3[CH2:8][CH2:7][CH2:6][CH2:5][C@H:4]3[OH:9])=[O:38])[C:17]([C:15]([O:14][C:10]([CH3:11])([CH3:13])[CH3:12])=[O:16])=[N:22][C:21]=2[C:23]2[CH:28]=[CH:27][C:26]([Cl:29])=[CH:25][CH:24]=2)=[CH:35][CH:34]=1. (4) Given the reactants [CH2:1]([O:3][C:4]([N:6]1[CH2:9][C:8]2([CH2:18][C:17](=[O:19])[C:16]3[C:11](=[CH:12][CH:13]=[C:14](/[CH:20]=[CH:21]/[C:22](O)=[O:23])[CH:15]=3)[O:10]2)[CH2:7]1)=[O:5])[CH3:2].C(Cl)CCl.C1C=CC2N(O)N=NC=2C=1.[NH2:39][O:40][CH:41]1[CH2:46][CH2:45][CH2:44][CH2:43][O:42]1, predict the reaction product. The product is: [CH2:1]([O:3][C:4]([N:6]1[CH2:9][C:8]2([CH2:18][C:17](=[O:19])[C:16]3[C:11](=[CH:12][CH:13]=[C:14](/[CH:20]=[CH:21]/[C:22]([NH:39][O:40][CH:41]4[CH2:46][CH2:45][CH2:44][CH2:43][O:42]4)=[O:23])[CH:15]=3)[O:10]2)[CH2:7]1)=[O:5])[CH3:2]. (5) Given the reactants [OH:1][C@H:2]1[CH2:7][CH2:6][N:5]([C:8]([O:10][C:11]([CH3:14])([CH3:13])[CH3:12])=[O:9])[C@@H:4]([CH3:15])[CH2:3]1.[H-].[Na+].[CH3:18]I.O, predict the reaction product. The product is: [CH3:18][O:1][C@H:2]1[CH2:7][CH2:6][N:5]([C:8]([O:10][C:11]([CH3:14])([CH3:13])[CH3:12])=[O:9])[C@@H:4]([CH3:15])[CH2:3]1. (6) Given the reactants [C:1]([CH:3]([NH2:7])[C:4]([NH2:6])=[O:5])#[N:2].[CH:8](OCC)(OCC)OCC.[CH3:18][CH:19]([NH2:23])[CH:20]([CH3:22])[CH3:21], predict the reaction product. The product is: [NH2:2][C:1]1[N:23]([CH:19]([CH3:18])[CH:20]([CH3:22])[CH3:21])[CH:8]=[N:7][C:3]=1[C:4]([NH2:6])=[O:5]. (7) Given the reactants [C:1]([CH2:3][C:4]1[CH:9]=[CH:8][C:7]([CH:10]2[CH2:15][CH2:14][CH:13]([N:16]3[CH2:19][CH:18]([NH:20][C:21]([CH2:23][NH:24][C:25](=[O:36])[C:26]4[CH:31]=[CH:30][CH:29]=[C:28]([C:32]([F:35])([F:34])[F:33])[CH:27]=4)=[O:22])[CH2:17]3)[CH2:12][CH2:11]2)=[CH:6][CH:5]=1)#[N:2].[NH4+:37].[Cl-], predict the reaction product. The product is: [C:1]([CH2:3][C:4]1[CH:5]=[CH:6][C:7]([CH:10]2[CH2:15][CH2:14][CH:13]([N:16]3[CH2:19][CH:18]([NH:20][C:21]([CH2:23][NH:24][C:25](=[O:36])[C:26]4[CH:31]=[CH:30][CH:29]=[C:28]([C:32]([F:34])([F:35])[F:33])[CH:27]=4)=[O:22])[CH2:17]3)[CH2:12][CH2:11]2)=[CH:8][CH:9]=1)(=[NH:37])[NH2:2].